This data is from Full USPTO retrosynthesis dataset with 1.9M reactions from patents (1976-2016). The task is: Predict the reactants needed to synthesize the given product. (1) Given the product [O:1]1[CH2:2][CH2:3][CH:4]([N:7]2[CH2:12][CH2:11][CH:10]([NH2:13])[CH2:9][CH2:8]2)[CH2:5][CH2:6]1, predict the reactants needed to synthesize it. The reactants are: [O:1]1[CH2:6][CH2:5][CH:4]([N:7]2[CH2:12][CH2:11][CH:10]([NH:13]C(=O)OC(C)(C)C)[CH2:9][CH2:8]2)[CH2:3][CH2:2]1.Cl. (2) Given the product [CH3:25][C:24]([C:22]1[CH:21]=[N:20][CH:19]=[C:18]([C:14]2[CH:15]=[N:16][C:17]3[NH:8][CH2:9][CH2:10][CH2:11][C:12]=3[CH:13]=2)[CH:23]=1)([CH3:26])[C:27]([N:54]1[CH2:59][CH2:58][O:57][CH2:56][CH2:55]1)=[O:29], predict the reactants needed to synthesize it. The reactants are: C(OC([N:8]1[C:17]2[C:12](=[CH:13][C:14]([C:18]3[CH:19]=[N:20][CH:21]=[C:22]([C:24]([C:27]([OH:29])=O)([CH3:26])[CH3:25])[CH:23]=3)=[CH:15][N:16]=2)[CH2:11][CH2:10][CH2:9]1)=O)(C)(C)C.CN(C(ON1N=NC2C=CC=NC1=2)=[N+](C)C)C.F[P-](F)(F)(F)(F)F.[NH:54]1[CH2:59][CH2:58][O:57][CH2:56][CH2:55]1.C(N(CC)C(C)C)(C)C. (3) Given the product [C:86]([O:85][C:84]([N:83]([CH3:91])[C@@H:81]([CH3:82])[C:80]([NH:79][C@@H:74]([C:75]([CH3:78])([CH3:77])[CH3:76])[C:73]([N:71]1[C@H:70]([C:94](=[O:106])[NH:95][C@H:96]2[C:105]3[C:100](=[CH:101][CH:102]=[CH:103][CH:104]=3)[CH2:99][CH2:98][CH2:97]2)[CH2:69][C@H:68]([NH:67][C:46]([C:47]2[CH:55]=[CH:54][C:50]([C:51]([O:1][C:2]3[CH:11]=[C:10]4[C:5]([CH2:6][C@@H:7]([C:33](=[O:45])[NH:34][C@H:35]5[C:44]6[C:39](=[CH:40][CH:41]=[CH:42][CH:43]=6)[CH2:38][CH2:37][CH2:36]5)[N:8]([C:12](=[O:32])[C@@H:13]([NH:18][C:19](=[O:31])[C@@H:20]([N:22]([C:23]([O:24][C:25]([CH3:27])([CH3:28])[CH3:26])=[O:29])[CH3:30])[CH3:21])[C:14]([CH3:15])([CH3:16])[CH3:17])[CH2:9]4)=[CH:4][CH:3]=3)=[O:52])=[CH:49][CH:48]=2)=[O:56])[CH2:72]1)=[O:93])=[O:92])=[O:90])([CH3:89])([CH3:88])[CH3:87], predict the reactants needed to synthesize it. The reactants are: [OH:1][C:2]1[CH:11]=[C:10]2[C:5]([CH2:6][C@@H:7]([C:33](=[O:45])[NH:34][C@H:35]3[C:44]4[C:39](=[CH:40][CH:41]=[CH:42][CH:43]=4)[CH2:38][CH2:37][CH2:36]3)[N:8]([C:12](=[O:32])[C@@H:13]([NH:18][C:19](=[O:31])[C@@H:20]([N:22]([CH3:30])[C:23](=[O:29])[O:24][C:25]([CH3:28])([CH3:27])[CH3:26])[CH3:21])[C:14]([CH3:17])([CH3:16])[CH3:15])[CH2:9]2)=[CH:4][CH:3]=1.[C:46](Cl)(=[O:56])[C:47]1[CH:55]=[CH:54][C:50]([C:51](Cl)=[O:52])=[CH:49][CH:48]=1.CCN(C(C)C)C(C)C.[NH2:67][C@@H:68]1[CH2:72][N:71]([C:73](=[O:93])[C@@H:74]([NH:79][C:80](=[O:92])[C@@H:81]([N:83]([CH3:91])[C:84](=[O:90])[O:85][C:86]([CH3:89])([CH3:88])[CH3:87])[CH3:82])[C:75]([CH3:78])([CH3:77])[CH3:76])[C@H:70]([C:94](=[O:106])[NH:95][C@H:96]2[C:105]3[C:100](=[CH:101][CH:102]=[CH:103][CH:104]=3)[CH2:99][CH2:98][CH2:97]2)[CH2:69]1. (4) Given the product [Cl:1][C:2]1[CH:3]=[C:4]([C:9]2[C:21]([O:22][CH3:23])=[CH:20][C:12]([C:13]([NH:15][S:16]([CH3:19])(=[O:18])=[O:17])=[O:14])=[C:11]([F:24])[CH:10]=2)[CH:5]=[N:6][C:7]=1[O:39][C:33]1[CH:34]=[C:35]([F:38])[CH:36]=[CH:37][C:32]=1[F:31], predict the reactants needed to synthesize it. The reactants are: [Cl:1][C:2]1[CH:3]=[C:4]([C:9]2[C:21]([O:22][CH3:23])=[CH:20][C:12]([C:13]([NH:15][S:16]([CH3:19])(=[O:18])=[O:17])=[O:14])=[C:11]([F:24])[CH:10]=2)[CH:5]=[N:6][C:7]=1F.C([O-])([O-])=O.[Cs+].[Cs+].[F:31][C:32]1[CH:37]=[CH:36][C:35]([F:38])=[CH:34][C:33]=1[OH:39]. (5) The reactants are: [Br:1][C:2]1[C:3](=[O:17])[NH:4][C:5](=[O:16])[N:6]([CH2:8][CH2:9][C:10]2[CH:15]=[CH:14][CH:13]=[CH:12][CH:11]=2)[N:7]=1.ICC[C:21]1[CH:26]=[CH:25][C:24]([O:27]C2C=CC=CC=2)=[CH:23][CH:22]=1.C(I)CC1C=CC=CC=1. Given the product [Br:1][C:2]1[C:3](=[O:17])[NH:4][C:5](=[O:16])[N:6]([CH2:8][CH2:9][C:10]2[CH:15]=[CH:14][C:13]([O:27][C:24]3[CH:25]=[CH:26][CH:21]=[CH:22][CH:23]=3)=[CH:12][CH:11]=2)[N:7]=1, predict the reactants needed to synthesize it. (6) Given the product [I:13][C:14]1[CH:15]=[CH:16][C:17]([CH3:21])=[C:18]([NH:19][C:1](=[O:8])[C:2]2[CH:7]=[CH:6][CH:5]=[CH:4][CH:3]=2)[CH:20]=1, predict the reactants needed to synthesize it. The reactants are: [C:1](Cl)(=[O:8])[C:2]1[CH:7]=[CH:6][CH:5]=[CH:4][CH:3]=1.C(Cl)Cl.[I:13][C:14]1[CH:15]=[CH:16][C:17]([CH3:21])=[C:18]([CH:20]=1)[NH2:19].Cl. (7) The reactants are: [Cl:1][C:2]1[CH:3]=[CH:4][C:5]2[C:11]3[N:12](CC4C=CC(OC)=CC=4OC)[C:13](=[O:21])[C:14]([C:17]([O:19]C)=[O:18])=[C:15]([OH:16])[C:10]=3[CH2:9][CH2:8][CH2:7][C:6]=2[CH:33]=1.[CH3:34][N:35]1[CH2:40][CH2:39][NH:38][CH2:37][CH2:36]1. Given the product [ClH:1].[OH:16][C:15]1[C:10]2[CH2:9][CH2:8][CH2:7][C:6]3[CH:33]=[C:2]([N:38]4[CH2:39][CH2:40][N:35]([CH3:34])[CH2:36][CH2:37]4)[CH:3]=[CH:4][C:5]=3[C:11]=2[NH:12][C:13](=[O:21])[C:14]=1[C:17]([OH:19])=[O:18], predict the reactants needed to synthesize it. (8) The reactants are: [I:1][C:2]1[CH:7]=[CH:6][C:5]([NH:8][NH2:9])=[CH:4][CH:3]=1.[OH:10][C:11]1[CH:18]=[C:17]([OH:19])[C:16]([OH:20])=[CH:15][C:12]=1[CH:13]=O. Given the product [I:1][C:2]1[CH:7]=[CH:6][C:5]([NH:8][N:9]=[CH:13][C:12]2[CH:15]=[C:16]([OH:20])[C:17]([OH:19])=[CH:18][C:11]=2[OH:10])=[CH:4][CH:3]=1, predict the reactants needed to synthesize it. (9) Given the product [CH3:1][O:2][C:3]1[CH:8]=[CH:7][CH:6]=[CH:5][C:4]=1[S:9][CH2:21][CH2:17][C:18]([OH:20])=[O:19], predict the reactants needed to synthesize it. The reactants are: [CH3:1][O:2][C:3]1[CH:8]=[CH:7][CH:6]=[CH:5][C:4]=1[SH:9].C(=O)([O-])[O-].[K+].[K+].Br[CH:17]([CH3:21])[C:18]([OH:20])=[O:19]. (10) Given the product [C:54]([O:58][C:59]([N:61]1[CH2:66][CH2:65][N:64]([C:19]([C@H:16]2[CH2:15][CH2:14][C@H:13]([CH2:12][N:11]3[C:10](=[O:22])[C:9]4[C:4](=[CH:5][CH:6]=[CH:7][CH:8]=4)[NH:3][C:2]3=[O:1])[CH2:18][CH2:17]2)=[O:20])[CH2:63][CH2:62]1)=[O:60])([CH3:57])([CH3:55])[CH3:56], predict the reactants needed to synthesize it. The reactants are: [O:1]=[C:2]1[N:11]([CH2:12][C@H:13]2[CH2:18][CH2:17][C@H:16]([C:19](O)=[O:20])[CH2:15][CH2:14]2)[C:10](=[O:22])[C:9]2[C:4](=[CH:5][CH:6]=[CH:7][CH:8]=2)[NH:3]1.CN(C(ON1N=NC2C=CC=NC1=2)=[N+](C)C)C.F[P-](F)(F)(F)(F)F.C(N(CC)CC)C.[C:54]([O:58][C:59]([N:61]1[CH2:66][CH2:65][NH:64][CH2:63][CH2:62]1)=[O:60])([CH3:57])([CH3:56])[CH3:55].